This data is from Reaction yield outcomes from USPTO patents with 853,638 reactions. The task is: Predict the reaction yield, written as a fraction of the theoretical maximum amount of product (1.0 means a 100% yield; for example, 0.34 means a 34% yield). The reactants are [I-].[CH3:2][N+:3]1[C:16]2[C:7](=[CH:8][CH:9]=[C:10]3[C:15]=2[N:14]=[CH:13][CH:12]=[CH:11]3)[CH:6]=[CH:5][CH:4]=1.[OH-:17].[Na+]. The catalyst is [Fe-3](C#N)(C#N)(C#N)(C#N)(C#N)C#N.[K+].[K+].[K+]. The product is [CH3:2][N:3]1[C:16]2[C:7](=[CH:8][CH:9]=[C:10]3[C:15]=2[N:14]=[CH:13][CH:12]=[CH:11]3)[CH:6]=[CH:5][C:4]1=[O:17]. The yield is 0.750.